Predict which catalyst facilitates the given reaction. From a dataset of Catalyst prediction with 721,799 reactions and 888 catalyst types from USPTO. (1) Reactant: [NH:1]([C:9]([O:11][C:12]([CH3:15])([CH3:14])[CH3:13])=[O:10])[C@H:2]([C:6]([OH:8])=O)[CH:3]([CH3:5])[CH3:4].[NH2:16][CH2:17][C:18]([O:20][CH2:21][C:22]1[CH:27]=[CH:26][CH:25]=[CH:24][CH:23]=1)=[O:19].Cl.C(N(CC)CC)C.C1C=CC2N(O)N=NC=2C=1.CCN=C=NCCCN(C)C.Cl. Product: [NH:1]([C:9]([O:11][C:12]([CH3:15])([CH3:14])[CH3:13])=[O:10])[C@H:2]([C:6]([NH:16][CH2:17][C:18]([O:20][CH2:21][C:22]1[CH:27]=[CH:26][CH:25]=[CH:24][CH:23]=1)=[O:19])=[O:8])[CH:3]([CH3:4])[CH3:5]. The catalyst class is: 2. (2) Reactant: Cl[C:2]1[N:3]=[CH:4][C:5]2[C:11]([CH:12]([F:14])[F:13])=[N:10][CH:9]=[C:8]([I:15])[C:6]=2[N:7]=1.C(N(CC)CC)C.C(O)C.[C:26]([O:30][C:31](=[O:40])[NH:32][C@H:33]1[CH2:38][CH2:37][CH2:36][CH2:35][C@H:34]1[NH2:39])([CH3:29])([CH3:28])[CH3:27]. The catalyst class is: 10. Product: [C:26]([O:30][C:31](=[O:40])[NH:32][C@H:33]1[CH2:38][CH2:37][CH2:36][CH2:35][C@H:34]1[NH:39][C:2]1[N:3]=[CH:4][C:5]2[C:11]([CH:12]([F:14])[F:13])=[N:10][CH:9]=[C:8]([I:15])[C:6]=2[N:7]=1)([CH3:29])([CH3:27])[CH3:28]. (3) Reactant: [H-].[Na+].[CH3:3][C:4]1([CH3:11])[O:8][C@H:7]([CH2:9][OH:10])[CH2:6][O:5]1.Cl[C:13]1[N:18]=[C:17]([NH2:19])[CH:16]=[CH:15][N:14]=1.O. Product: [CH3:3][C:4]1([CH3:11])[O:8][C@H:7]([CH2:9][O:10][C:13]2[N:18]=[C:17]([NH2:19])[CH:16]=[CH:15][N:14]=2)[CH2:6][O:5]1. The catalyst class is: 7. (4) Reactant: C([O:3][C:4]([C:6]1[C:10]([CH3:11])=[C:9]([C:12]2[CH:17]=[CH:16][CH:15]=[CH:14][C:13]=2[C:18]2[O:22][C:21]3[CH:23]=[CH:24][CH:25]=[CH:26][C:20]=3[CH:19]=2)[N:8]([CH3:27])[N:7]=1)=[O:5])C.[OH-].[Na+]. Product: [O:22]1[C:21]2[CH:23]=[CH:24][CH:25]=[CH:26][C:20]=2[CH:19]=[C:18]1[C:13]1[CH:14]=[CH:15][CH:16]=[CH:17][C:12]=1[C:9]1[N:8]([CH3:27])[N:7]=[C:6]([C:4]([OH:5])=[O:3])[C:10]=1[CH3:11]. The catalyst class is: 58. (5) Reactant: [OH:1][C:2]1[C:9]([N+:10]([O-:12])=[O:11])=[CH:8][C:5]([CH:6]=O)=[CH:4][C:3]=1[O:13][CH2:14][CH2:15][O:16][CH3:17].[C:18]1([C:24](=O)[CH2:25][C:26]2[CH:31]=[CH:30][CH:29]=[CH:28][CH:27]=2)[CH:23]=[CH:22][CH:21]=[CH:20][CH:19]=1.[NH2:33][C:34]([NH2:36])=[O:35].Cl. Product: [OH:1][C:2]1[C:9]([N+:10]([O-:12])=[O:11])=[CH:8][C:5]([CH:6]2[C:25]([C:26]3[CH:31]=[CH:30][CH:29]=[CH:28][CH:27]=3)=[C:24]([C:18]3[CH:23]=[CH:22][CH:21]=[CH:20][CH:19]=3)[NH:36][C:34](=[O:35])[NH:33]2)=[CH:4][C:3]=1[O:13][CH2:14][CH2:15][O:16][CH3:17]. The catalyst class is: 8. (6) Reactant: [F:1][C:2]1[C:10]([C:11]([OH:13])=[O:12])=[CH:9][CH:8]=[C:7]2[C:3]=1[CH:4]=[CH:5][N:6]2[Si:14]([CH:21]([CH3:23])[CH3:22])([CH:18]([CH3:20])[CH3:19])[CH:15]([CH3:17])[CH3:16].[C:24](Cl)(=O)C(Cl)=O.CN(C=O)C.CCN(CC)CC. Product: [F:1][C:2]1[C:10]([C:11]([O:13][CH3:24])=[O:12])=[CH:9][CH:8]=[C:7]2[C:3]=1[CH:4]=[CH:5][N:6]2[Si:14]([CH:18]([CH3:20])[CH3:19])([CH:21]([CH3:23])[CH3:22])[CH:15]([CH3:16])[CH3:17]. The catalyst class is: 61.